Task: Regression. Given two drug SMILES strings and cell line genomic features, predict the synergy score measuring deviation from expected non-interaction effect.. Dataset: NCI-60 drug combinations with 297,098 pairs across 59 cell lines (1) Drug 1: CN(C)C1=NC(=NC(=N1)N(C)C)N(C)C. Drug 2: CC12CCC3C(C1CCC2O)C(CC4=C3C=CC(=C4)O)CCCCCCCCCS(=O)CCCC(C(F)(F)F)(F)F. Cell line: UACC62. Synergy scores: CSS=-0.815, Synergy_ZIP=-0.914, Synergy_Bliss=-2.43, Synergy_Loewe=-1.42, Synergy_HSA=-3.12. (2) Drug 1: C1CC(=O)NC(=O)C1N2C(=O)C3=CC=CC=C3C2=O. Drug 2: N.N.Cl[Pt+2]Cl. Cell line: MALME-3M. Synergy scores: CSS=50.9, Synergy_ZIP=-1.40, Synergy_Bliss=0.0618, Synergy_Loewe=-12.2, Synergy_HSA=0.989. (3) Drug 1: CCC1=C2CN3C(=CC4=C(C3=O)COC(=O)C4(CC)O)C2=NC5=C1C=C(C=C5)O. Drug 2: CCN(CC)CCNC(=O)C1=C(NC(=C1C)C=C2C3=C(C=CC(=C3)F)NC2=O)C. Cell line: M14. Synergy scores: CSS=16.2, Synergy_ZIP=-4.56, Synergy_Bliss=-0.902, Synergy_Loewe=-23.7, Synergy_HSA=-0.781. (4) Drug 1: COC1=CC(=CC(=C1O)OC)C2C3C(COC3=O)C(C4=CC5=C(C=C24)OCO5)OC6C(C(C7C(O6)COC(O7)C8=CC=CS8)O)O. Drug 2: CC1CCC2CC(C(=CC=CC=CC(CC(C(=O)C(C(C(=CC(C(=O)CC(OC(=O)C3CCCCN3C(=O)C(=O)C1(O2)O)C(C)CC4CCC(C(C4)OC)OCCO)C)C)O)OC)C)C)C)OC. Cell line: COLO 205. Synergy scores: CSS=48.5, Synergy_ZIP=3.85, Synergy_Bliss=3.35, Synergy_Loewe=5.94, Synergy_HSA=7.95.